From a dataset of NCI-60 drug combinations with 297,098 pairs across 59 cell lines. Regression. Given two drug SMILES strings and cell line genomic features, predict the synergy score measuring deviation from expected non-interaction effect. (1) Drug 1: CC(C1=C(C=CC(=C1Cl)F)Cl)OC2=C(N=CC(=C2)C3=CN(N=C3)C4CCNCC4)N. Drug 2: C1C(C(OC1N2C=NC3=C2NC=NCC3O)CO)O. Cell line: MDA-MB-231. Synergy scores: CSS=10.2, Synergy_ZIP=-3.42, Synergy_Bliss=0.950, Synergy_Loewe=1.10, Synergy_HSA=1.43. (2) Drug 1: CC1=C2C(C(=O)C3(C(CC4C(C3C(C(C2(C)C)(CC1OC(=O)C(C(C5=CC=CC=C5)NC(=O)C6=CC=CC=C6)O)O)OC(=O)C7=CC=CC=C7)(CO4)OC(=O)C)O)C)OC(=O)C. Drug 2: CN(CCCl)CCCl.Cl. Cell line: MALME-3M. Synergy scores: CSS=3.71, Synergy_ZIP=-4.60, Synergy_Bliss=1.92, Synergy_Loewe=-20.7, Synergy_HSA=-7.60. (3) Drug 1: C1C(C(OC1N2C=NC3=C(N=C(N=C32)Cl)N)CO)O. Drug 2: C#CCC(CC1=CN=C2C(=N1)C(=NC(=N2)N)N)C3=CC=C(C=C3)C(=O)NC(CCC(=O)O)C(=O)O. Cell line: HOP-92. Synergy scores: CSS=36.7, Synergy_ZIP=-13.4, Synergy_Bliss=-11.1, Synergy_Loewe=-6.18, Synergy_HSA=-5.87.